From a dataset of Full USPTO retrosynthesis dataset with 1.9M reactions from patents (1976-2016). Predict the reactants needed to synthesize the given product. (1) Given the product [C:3]([C:3]1[S:4][C:5]2[N:6]=[CH:7][N:8]=[C:9]([O:11][C@H:12]([CH2:17][C:18]3[CH:23]=[CH:22][CH:21]=[CH:20][CH:19]=3)[C:13]([O:15][CH3:16])=[O:14])[C:10]=2[C:2]=1[I:1])#[C:2][CH2:10][CH3:5], predict the reactants needed to synthesize it. The reactants are: [I:1][C:2]1[C:10]2[C:9]([O:11][C@H:12]([CH2:17][C:18]3[CH:23]=[CH:22][CH:21]=[CH:20][CH:19]=3)[C:13]([O:15][CH3:16])=[O:14])=[N:8][CH:7]=[N:6][C:5]=2[S:4][C:3]=1I. (2) Given the product [Cl:20][C:19]1[CH:18]=[CH:17][CH:16]=[C:15]([Cl:21])[C:14]=1[C:13]1[N:12]([CH3:22])[N:11]=[C:10]2[C:9]=1[N:8]=[C:7]([CH3:23])[N:6]=[C:5]2[NH:4][CH:3]([C:37]1[CH:38]=[CH:39][C:34]([O:33][CH2:31][CH3:32])=[C:35]([O:44][CH3:45])[CH:36]=1)[C:2]([NH2:1])=[O:28], predict the reactants needed to synthesize it. The reactants are: [NH2:1][CH2:2][CH2:3][NH:4][C:5]1[C:10]2=[N:11][N:12]([CH3:22])[C:13]([C:14]3[C:19]([Cl:20])=[CH:18][CH:17]=[CH:16][C:15]=3[Cl:21])=[C:9]2[N:8]=[C:7]([CH3:23])[N:6]=1.CN1CC[O:28]CC1.[CH2:31]([O:33][C:34]1[CH:39]=[CH:38][C:37](CC(O)=O)=[CH:36][C:35]=1[O:44][CH3:45])[CH3:32].O=C1N(P(Cl)(N2CCOC2=O)=O)CCO1. (3) Given the product [B:1]([OH:4])([OH:3])[OH:2].[N:5]1[C:12]([NH2:13])=[N:11][C:9]([NH2:10])=[N:8][C:6]=1[NH2:7], predict the reactants needed to synthesize it. The reactants are: [B:1]([OH:4])([OH:3])[OH:2].[N:5]1[C:12]([NH2:13])=[N:11][C:9]([NH2:10])=[N:8][C:6]=1[NH2:7].B([O-])([O-])[O-].[Ca+2].B([O-])([O-])[O-].[Ca+2].[Ca+2].C([O-])([O-])=O.C([O-])([O-])=O.[OH-].[OH-].[Mg+2].[Mg+2].[Mg+2]. (4) Given the product [OH:8][CH2:7][C@H:5]([NH:6][C:11]([O:13][CH3:14])=[O:12])[C:4]([O:3][CH3:2])=[O:9], predict the reactants needed to synthesize it. The reactants are: Cl.[CH3:2][O:3][C:4](=[O:9])[C@H:5]([CH2:7][OH:8])[NH2:6].Cl[C:11]([O:13][CH3:14])=[O:12].[OH-].[Na+].